From a dataset of NCI-60 drug combinations with 297,098 pairs across 59 cell lines. Regression. Given two drug SMILES strings and cell line genomic features, predict the synergy score measuring deviation from expected non-interaction effect. (1) Drug 1: C1CN1P(=S)(N2CC2)N3CC3. Drug 2: COC1=NC(=NC2=C1N=CN2C3C(C(C(O3)CO)O)O)N. Cell line: SNB-75. Synergy scores: CSS=2.02, Synergy_ZIP=-1.37, Synergy_Bliss=-0.0348, Synergy_Loewe=-6.31, Synergy_HSA=-2.15. (2) Drug 2: CC=C1C(=O)NC(C(=O)OC2CC(=O)NC(C(=O)NC(CSSCCC=C2)C(=O)N1)C(C)C)C(C)C. Synergy scores: CSS=19.8, Synergy_ZIP=-2.43, Synergy_Bliss=-8.35, Synergy_Loewe=-40.1, Synergy_HSA=-7.48. Cell line: NCI-H460. Drug 1: CS(=O)(=O)C1=CC(=C(C=C1)C(=O)NC2=CC(=C(C=C2)Cl)C3=CC=CC=N3)Cl. (3) Drug 1: CCC1=C2CN3C(=CC4=C(C3=O)COC(=O)C4(CC)O)C2=NC5=C1C=C(C=C5)O. Drug 2: CCC1(C2=C(COC1=O)C(=O)N3CC4=CC5=C(C=CC(=C5CN(C)C)O)N=C4C3=C2)O.Cl. Cell line: NCIH23. Synergy scores: CSS=30.1, Synergy_ZIP=-9.61, Synergy_Bliss=1.82, Synergy_Loewe=-1.82, Synergy_HSA=1.83. (4) Drug 1: CC1=C2C(C(=O)C3(C(CC4C(C3C(C(C2(C)C)(CC1OC(=O)C(C(C5=CC=CC=C5)NC(=O)OC(C)(C)C)O)O)OC(=O)C6=CC=CC=C6)(CO4)OC(=O)C)OC)C)OC. Drug 2: CC1=C2C(C(=O)C3(C(CC4C(C3C(C(C2(C)C)(CC1OC(=O)C(C(C5=CC=CC=C5)NC(=O)OC(C)(C)C)O)O)OC(=O)C6=CC=CC=C6)(CO4)OC(=O)C)O)C)O. Cell line: HOP-92. Synergy scores: CSS=40.5, Synergy_ZIP=-10.3, Synergy_Bliss=-6.52, Synergy_Loewe=-0.603, Synergy_HSA=1.01. (5) Drug 1: C1C(C(OC1N2C=C(C(=O)NC2=O)F)CO)O. Drug 2: CC1CCCC2(C(O2)CC(NC(=O)CC(C(C(=O)C(C1O)C)(C)C)O)C(=CC3=CSC(=N3)C)C)C. Cell line: SN12C. Synergy scores: CSS=35.5, Synergy_ZIP=-2.08, Synergy_Bliss=-5.07, Synergy_Loewe=-16.4, Synergy_HSA=-4.47. (6) Drug 1: CC12CCC3C(C1CCC2=O)CC(=C)C4=CC(=O)C=CC34C. Drug 2: CC(C)NC(=O)C1=CC=C(C=C1)CNNC.Cl. Cell line: EKVX. Synergy scores: CSS=23.8, Synergy_ZIP=1.81, Synergy_Bliss=2.08, Synergy_Loewe=-12.9, Synergy_HSA=1.82.